Task: Predict the product of the given reaction.. Dataset: Forward reaction prediction with 1.9M reactions from USPTO patents (1976-2016) (1) Given the reactants [C:1]([N:4]1[C:13]2[C:8](=[CH:9][C:10]([C:14]3[CH:23]=[CH:22][C:17]([C:18]([O:20][CH3:21])=[O:19])=[CH:16][C:15]=3[CH3:24])=[CH:11][CH:12]=2)[C@H:7]([NH:25]C(OC(C)C)=O)[CH2:6][C@@H:5]1[CH3:32])(=[O:3])[CH3:2].[Cl-].[Al+3].[Cl-].[Cl-].C(N(CC)CC)C.C([O-])(O)=O.[Na+], predict the reaction product. The product is: [C:1]([N:4]1[C:13]2[C:8](=[CH:9][C:10]([C:14]3[CH:23]=[CH:22][C:17]([C:18]([O:20][CH3:21])=[O:19])=[CH:16][C:15]=3[CH3:24])=[CH:11][CH:12]=2)[C@H:7]([NH2:25])[CH2:6][C@@H:5]1[CH3:32])(=[O:3])[CH3:2]. (2) The product is: [F:17][C:4]1[CH:3]=[CH:2][C:7]([C:8]([OH:10])=[O:9])=[C:6]([N:11]2[N:15]=[CH:14][CH:13]=[N:12]2)[C:5]=1[CH3:16]. Given the reactants F[C:2]1[C:7]([C:8]([OH:10])=[O:9])=[C:6]([N:11]2[N:15]=[CH:14][CH:13]=[N:12]2)[C:5]([CH3:16])=[CH:4][CH:3]=1.[F:17]C1C=CC(C(O)=O)=C(I)C=1C, predict the reaction product. (3) Given the reactants [CH2:1]([O:3][C:4](=[O:28])[CH2:5][C:6]1[CH:7]=[N:8][C:9]([O:26][CH3:27])=[C:10]([C:12]2[CH:17]=[CH:16][C:15]([C:18]([F:21])([F:20])[F:19])=[CH:14][C:13]=2[CH2:22][NH:23][CH2:24][CH3:25])[CH:11]=1)[CH3:2].Cl[C:30]([O:32][CH2:33][CH3:34])=[O:31], predict the reaction product. The product is: [CH2:1]([O:3][C:4](=[O:28])[CH2:5][C:6]1[CH:7]=[N:8][C:9]([O:26][CH3:27])=[C:10]([C:12]2[CH:17]=[CH:16][C:15]([C:18]([F:20])([F:19])[F:21])=[CH:14][C:13]=2[CH2:22][N:23]([C:30]([O:32][CH2:33][CH3:34])=[O:31])[CH2:24][CH3:25])[CH:11]=1)[CH3:2]. (4) Given the reactants [C:1]1([NH:11][C:12]([NH2:14])=[S:13])[C:10]2[C:5](=[CH:6][CH:7]=[CH:8][CH:9]=2)[CH:4]=[CH:3][CH:2]=1.Br[CH2:16][C:17]([C:19]1[CH:24]=[CH:23][C:22]([O:25][CH3:26])=[C:21]([O:27][CH3:28])[CH:20]=1)=O, predict the reaction product. The product is: [CH3:28][O:27][C:21]1[CH:20]=[C:19]([C:17]2[N:14]=[C:12]([NH:11][C:1]3[C:10]4[C:5](=[CH:6][CH:7]=[CH:8][CH:9]=4)[CH:4]=[CH:3][CH:2]=3)[S:13][CH:16]=2)[CH:24]=[CH:23][C:22]=1[O:25][CH3:26]. (5) Given the reactants S1C2C=CC=CC=2N=C1N(COCC[Si](C)(C)C)C(C1C=CC=C2C=1CN(C1SC([CH2:32][N:33]3[CH2:38][CH2:37][N:36](C4C=CC=CC=4)[CH2:35][CH2:34]3)=C(C(OC)=O)N=1)CC2)=O.C1C=CC(N2CCNCC2)=CC=1.[OH:65][C:66]1[CH:73]=[CH:72][C:69]([CH:70]=O)=[CH:68][CH:67]=1.CN1CCNCC1, predict the reaction product. The product is: [CH3:32][N:33]1[CH2:38][CH2:37][N:36]([CH2:70][C:69]2[CH:72]=[CH:73][C:66]([OH:65])=[CH:67][CH:68]=2)[CH2:35][CH2:34]1. (6) Given the reactants [CH3:1][CH2:2][CH2:3][CH2:4][CH2:5][CH2:6][CH2:7][CH2:8][CH2:9][CH2:10][CH2:11][CH3:12].[Br:13][Br:14], predict the reaction product. The product is: [Br:13][Br:14].[CH2:12]([Br:13])[CH2:11][CH2:10][CH2:9][CH2:8][CH2:7][CH2:6][CH2:5][CH2:4][CH2:3][CH2:2][CH3:1]. (7) Given the reactants [N:1]1[CH:6]=[CH:5][CH:4]=[CH:3][C:2]=1[C:7]1[CH:8]=[C:9]([CH2:13][C:14](Cl)=[N:15][OH:16])[CH:10]=[CH:11][CH:12]=1.O1CCCC1.[C:23]([C:25]1[C:26]([NH2:31])=[N:27][CH:28]=[CH:29][CH:30]=1)#[CH:24].C(N(CC)CC)C, predict the reaction product. The product is: [N:1]1[CH:6]=[CH:5][CH:4]=[CH:3][C:2]=1[C:7]1[CH:8]=[C:9]([CH:10]=[CH:11][CH:12]=1)[CH2:13][C:14]1[CH:24]=[C:23]([C:25]2[C:26]([NH2:31])=[N:27][CH:28]=[CH:29][CH:30]=2)[O:16][N:15]=1. (8) Given the reactants [N:1]1[CH:6]=[CH:5][CH:4]=[C:3]([C:7](O)([C:10]#[CH:11])[C:8]#[CH:9])[CH:2]=1.[NH:13]1[C:21]2[C:16](=[CH:17][CH:18]=[CH:19][C:20]=2[NH:22][S:23]([CH3:26])(=[O:25])=[O:24])[CH:15]=[CH:14]1.FC(F)(F)C(O)=O.C([O-])=O.[NH4+], predict the reaction product. The product is: [CH2:8]([C:7]([C:15]1[C:16]2[C:21](=[C:20]([NH:22][S:23]([CH3:26])(=[O:24])=[O:25])[CH:19]=[CH:18][CH:17]=2)[NH:13][CH:14]=1)([C:3]1[CH:2]=[N:1][CH:6]=[CH:5][CH:4]=1)[CH2:10][CH3:11])[CH3:9].